From a dataset of Forward reaction prediction with 1.9M reactions from USPTO patents (1976-2016). Predict the product of the given reaction. (1) Given the reactants [CH3:1][C:2]1[C:10]2[C:5](=[CH:6][C:7](/[CH:26]=[CH:27]/[C:28]([O:30][CH2:31][CH3:32])=[O:29])=[CH:8][C:9]=2[C:11]([NH:13][CH2:14][C:15]2[C:16](=[O:25])[NH:17][C:18]([CH3:24])=[CH:19][C:20]=2[CH2:21][CH2:22][CH3:23])=[O:12])[N:4]([CH:33]([CH3:35])[CH3:34])[CH:3]=1, predict the reaction product. The product is: [CH3:1][C:2]1[C:10]2[C:5](=[CH:6][C:7]([CH2:26][CH2:27][C:28]([O:30][CH2:31][CH3:32])=[O:29])=[CH:8][C:9]=2[C:11]([NH:13][CH2:14][C:15]2[C:16](=[O:25])[NH:17][C:18]([CH3:24])=[CH:19][C:20]=2[CH2:21][CH2:22][CH3:23])=[O:12])[N:4]([CH:33]([CH3:35])[CH3:34])[CH:3]=1. (2) Given the reactants Br[C:2]1[CH:7]=[CH:6][C:5]([CH:8]([OH:13])[C:9]([F:12])([F:11])[F:10])=[CH:4][CH:3]=1.[Cl:14][C:15]1[CH:16]=[C:17](B(O)O)[CH:18]=[CH:19][CH:20]=1, predict the reaction product. The product is: [Cl:14][C:15]1[CH:20]=[C:19]([C:2]2[CH:7]=[CH:6][C:5]([CH:8]([OH:13])[C:9]([F:12])([F:11])[F:10])=[CH:4][CH:3]=2)[CH:18]=[CH:17][CH:16]=1.